This data is from Full USPTO retrosynthesis dataset with 1.9M reactions from patents (1976-2016). The task is: Predict the reactants needed to synthesize the given product. (1) Given the product [CH3:1][CH:2]1[CH2:3][CH2:4][N:5]([C:8]([C:10]2[CH:18]=[CH:17][C:16]3[NH:15][C:14]4[CH2:19][CH2:20][NH:21][CH2:22][C:13]=4[C:12]=3[CH:11]=2)=[O:9])[CH2:6][CH2:7]1, predict the reactants needed to synthesize it. The reactants are: [CH3:1][CH:2]1[CH2:7][CH2:6][N:5]([C:8]([C:10]2[CH:18]=[CH:17][C:16]3[NH:15][C:14]4[CH2:19][CH2:20][N:21](C(OC(C)(C)C)=O)[CH2:22][C:13]=4[C:12]=3[CH:11]=2)=[O:9])[CH2:4][CH2:3]1.Cl.C(=O)([O-])[O-]. (2) Given the product [F:22][C:11]([F:10])([F:21])[C:12]1[C:20]2[CH2:19][CH2:18][CH2:17][CH2:16][C:15]=2[N:14]([C:2]2[CH:9]=[CH:8][C:5]([CH2:6][OH:7])=[CH:4][CH:3]=2)[N:13]=1, predict the reactants needed to synthesize it. The reactants are: I[C:2]1[CH:9]=[CH:8][C:5]([CH2:6][OH:7])=[CH:4][CH:3]=1.[F:10][C:11]([F:22])([F:21])[C:12]1[C:20]2[CH2:19][CH2:18][CH2:17][CH2:16][C:15]=2[NH:14][N:13]=1.CN(C)CC(O)=O.C(=O)([O-])[O-].[K+].[K+]. (3) Given the product [CH3:1][C:2]1[CH:7]=[CH:6][N:5]=[C:4]([NH:8][C:9]2[N:14]=[C:13]([C:15]3[O:19][C:18]([CH2:20][CH2:21][C:22]4[CH:23]=[CH:24][C:25]([C:26]#[N:27])=[CH:28][CH:29]=4)=[N:17][CH:16]=3)[CH:12]=[CH:11][CH:10]=2)[CH:3]=1, predict the reactants needed to synthesize it. The reactants are: [CH3:1][C:2]1[CH:7]=[CH:6][N:5]=[C:4]([NH:8][C:9]2[N:14]=[C:13]([C:15]3[O:19][C:18]([CH:20]=[CH:21][C:22]4[CH:29]=[CH:28][C:25]([C:26]#[N:27])=[CH:24][CH:23]=4)=[N:17][CH:16]=3)[CH:12]=[CH:11][CH:10]=2)[CH:3]=1. (4) Given the product [CH3:24][C:4]1[CH:5]=[C:6]([N:8]2[C:17]3[C:12](=[CH:13][CH:14]=[C:15]([C:18]4[CH:23]=[CH:22][CH:21]=[CH:20][CH:19]=4)[N:16]=3)[CH2:11][CH2:10][CH2:9]2)[N:7]=[C:2]([NH:25][CH:26]2[CH2:27][CH2:28][N:29]([C:32]([O:34][C:35]([CH3:38])([CH3:37])[CH3:36])=[O:33])[CH2:30][CH2:31]2)[N:3]=1, predict the reactants needed to synthesize it. The reactants are: F[C:2]1[N:7]=[C:6]([N:8]2[C:17]3[C:12](=[CH:13][CH:14]=[C:15]([C:18]4[CH:23]=[CH:22][CH:21]=[CH:20][CH:19]=4)[N:16]=3)[CH2:11][CH2:10][CH2:9]2)[CH:5]=[C:4]([CH3:24])[N:3]=1.[NH2:25][CH:26]1[CH2:31][CH2:30][N:29]([C:32]([O:34][C:35]([CH3:38])([CH3:37])[CH3:36])=[O:33])[CH2:28][CH2:27]1. (5) Given the product [Cl:19][C:16]1[CH:17]=[C:18]2[C:13](=[CH:14][C:15]=1[C:20]([F:21])([F:22])[F:23])[NH:12][C:11](=[O:24])[C:26]2([OH:25])[C:32]1[CH:37]=[CH:36][CH:35]=[CH:34][C:33]=1[O:38][C:39]([F:40])([F:41])[F:42], predict the reactants needed to synthesize it. The reactants are: C([Li])(C)(C)C.C(O[C:11](=[O:24])[NH:12][C:13]1[CH:18]=[CH:17][C:16]([Cl:19])=[C:15]([C:20]([F:23])([F:22])[F:21])[CH:14]=1)(C)(C)C.[O:25]=[C:26]([C:32]1[CH:37]=[CH:36][CH:35]=[CH:34][C:33]=1[O:38][C:39]([F:42])([F:41])[F:40])C(OCC)=O.[Cl-].[NH4+]. (6) Given the product [N:38]1[C:37]([CH2:36][O:1][C:2]2[CH:3]=[CH:4][C:5]([C:8]3[C:9](=[O:23])[C:10]([CH3:21])([CH3:22])[O:11][C:12]=3[C:13]3[CH:18]=[CH:17][C:16]([O:19][CH3:20])=[CH:15][CH:14]=3)=[CH:6][CH:7]=2)=[CH:45][N:40]2[CH:41]=[CH:42][CH:43]=[CH:44][C:39]=12, predict the reactants needed to synthesize it. The reactants are: [OH:1][C:2]1[CH:7]=[CH:6][C:5]([C:8]2[C:9](=[O:23])[C:10]([CH3:22])([CH3:21])[O:11][C:12]=2[C:13]2[CH:18]=[CH:17][C:16]([O:19][CH3:20])=[CH:15][CH:14]=2)=[CH:4][CH:3]=1.C(=O)([O-])[O-].[Cs+].[Cs+].CN(C=O)C.Cl[CH2:36][C:37]1[N:38]=[C:39]2[CH:44]=[CH:43][CH:42]=[CH:41][N:40]2[CH:45]=1. (7) Given the product [CH3:1][C:2]1[CH:7]=[CH:6][CH:5]=[CH:4][C:3]=1[C:8]([OH:10])([CH3:11])[CH3:9], predict the reactants needed to synthesize it. The reactants are: [CH3:1][C:2]1[CH:7]=[CH:6][CH:5]=[CH:4][C:3]=1[C:8](=[O:10])[CH3:9].[CH3:11][Mg]Br.[NH4+].[Cl-].